This data is from Full USPTO retrosynthesis dataset with 1.9M reactions from patents (1976-2016). The task is: Predict the reactants needed to synthesize the given product. (1) Given the product [O:1]=[C:2]1[C:6](=[CH:7][C:8]2[CH:13]=[CH:12][CH:11]=[C:10]([O:14][CH:15]([CH2:32][C:33]3[CH:38]=[CH:37][CH:36]=[CH:35][CH:34]=3)[C:16]([NH2:41])=[O:17])[CH:9]=2)[S:5][C:4](=[S:19])[N:3]1[NH:20][C:21]1[C:25]2[CH:26]=[CH:27][CH:28]=[CH:29][C:24]=2[S:23](=[O:31])(=[O:30])[N:22]=1, predict the reactants needed to synthesize it. The reactants are: [O:1]=[C:2]1[C:6](=[CH:7][C:8]2[CH:13]=[CH:12][CH:11]=[C:10]([O:14][CH2:15][C:16](O)=[O:17])[CH:9]=2)[S:5][C:4](=[S:19])[N:3]1[NH:20][C:21]1[C:25]2[CH:26]=[CH:27][CH:28]=[CH:29][C:24]=2[S:23](=[O:31])(=[O:30])[N:22]=1.[CH2:32](N)[C:33]1[CH:38]=[CH:37][CH:36]=[CH:35][CH:34]=1.O[N:41]1C2C=CC=CC=2N=N1.Cl.C(N=C=NCCCN(C)C)C. (2) Given the product [CH3:1][C:2]1([CH3:33])[C:10]2[C:5](=[CH:6][CH:7]=[C:8]([C:11]3[CH:16]=[CH:15][C:14]([C:17]([F:20])([F:18])[F:19])=[CH:13][CH:12]=3)[CH:9]=2)[NH:4][CH2:3]1, predict the reactants needed to synthesize it. The reactants are: [CH3:1][C:2]1([CH3:33])[C:10]2[C:5](=[CH:6][CH:7]=[C:8]([C:11]3[CH:16]=[CH:15][C:14]([C:17]([F:20])([F:19])[F:18])=[CH:13][CH:12]=3)[CH:9]=2)[N:4](S(C2C=CC([N+]([O-])=O)=CC=2)(=O)=O)[CH2:3]1.[OH-].[Na+].C(O)(=S)C.C(OCC)(=O)C. (3) Given the product [Cl:17][C:13]1[CH:12]=[C:11]2[C:16](=[CH:15][CH:14]=1)[N:8]([C:6]([O:5][C:1]([CH3:2])([CH3:3])[CH3:4])=[O:7])[CH:9]([CH2:18][OH:19])[CH2:10]2, predict the reactants needed to synthesize it. The reactants are: [C:1]([O:5][C:6]([N:8]1[C:16]2[C:11](=[CH:12][C:13]([Cl:17])=[CH:14][CH:15]=2)[CH2:10][CH:9]1[C:18](O)=[O:19])=[O:7])([CH3:4])([CH3:3])[CH3:2].Cl. (4) Given the product [CH3:27][CH2:26][CH2:25][CH2:24][CH2:23][C@H:22]([OH:28])[CH2:21][CH2:20][C@H:19]1[C@H:2]([OH:1])[CH2:3][C@H:4]2[C@@H:5]1[CH2:6][C:7]1[C:12]([CH2:13]2)=[C:11]([O:14][CH2:15][C:16]([OH:18])=[O:17])[CH:10]=[CH:9][CH:8]=1, predict the reactants needed to synthesize it. The reactants are: [OH:1][C@H:2]1[C@H:19](/[CH:20]=[CH:21]/[C@@H:22]([OH:28])[CH2:23][CH2:24][CH2:25][CH2:26][CH3:27])[C@H:5]2[CH2:6][C:7]3[C:12]([CH2:13][C@H:4]2[CH2:3]1)=[C:11]([O:14][CH2:15][C:16]([OH:18])=[O:17])[CH:10]=[CH:9][CH:8]=3.[OH-].[K+]. (5) Given the product [CH2:15]([O:14][C:12](=[O:13])[C:11](=[CH:6][C:5]1[CH:8]=[CH:9][C:2]([Br:1])=[CH:3][CH:4]=1)[C:10]([O:18][CH2:19][CH3:20])=[O:17])[CH3:16], predict the reactants needed to synthesize it. The reactants are: [Br:1][C:2]1[CH:9]=[CH:8][C:5]([CH:6]=O)=[CH:4][CH:3]=1.[C:10]([O:18][CH2:19][CH3:20])(=[O:17])[CH2:11][C:12]([O:14][CH2:15][CH3:16])=[O:13].CC1C=CC(C(O)=O)=CC=1.N1CCCCC1.